This data is from Catalyst prediction with 721,799 reactions and 888 catalyst types from USPTO. The task is: Predict which catalyst facilitates the given reaction. (1) Reactant: [NH4+].F[C:3](F)([F:25])[C:4]([F:24])([F:23])[C:5]([F:22])([F:21])[C:6]([F:20])([F:19])[C:7]([F:18])([F:17])C(F)(F)C(F)(F)C([O-])=O. Product: [F:24][C:4]1([F:23])[C:3]2([F:25])[C:3]([F:25])([C:4]([F:23])([F:24])[C:5]([F:21])([F:22])[C:6]([F:19])([F:20])[C:7]2([F:18])[F:17])[C:7]([F:17])([F:18])[C:6]([F:20])([F:19])[C:5]1([F:22])[F:21]. The catalyst class is: 6. (2) The catalyst class is: 8. Reactant: [CH3:1][O:2][C:3]1[O:4][C:5]([C:16]2[CH:35]=[CH:34][C:19]([O:20][CH2:21][CH2:22][N:23]3C(=O)C4C(=CC=CC=4)C3=O)=[CH:18][CH:17]=2)=[C:6]([C:8]2[CH:13]=[CH:12][C:11]([O:14][CH3:15])=[CH:10][CH:9]=2)[N:7]=1.O.NN. Product: [CH3:1][O:2][C:3]1[O:4][C:5]([C:16]2[CH:35]=[CH:34][C:19]([O:20][CH2:21][CH2:22][NH2:23])=[CH:18][CH:17]=2)=[C:6]([C:8]2[CH:9]=[CH:10][C:11]([O:14][CH3:15])=[CH:12][CH:13]=2)[N:7]=1. (3) Reactant: [NH2:1][C:2]1[CH:10]=[C:9]([O:11][CH3:12])[C:8]([O:13][CH3:14])=[CH:7][C:3]=1[C:4]([NH2:6])=[O:5].[Cl:15][C:16]1[CH:24]=[CH:23][C:19]([C:20](Cl)=[O:21])=[CH:18][CH:17]=1.C(N(CC)CC)C. Product: [Cl:15][C:16]1[CH:24]=[CH:23][C:19]([C:20]([NH:1][C:2]2[CH:10]=[C:9]([O:11][CH3:12])[C:8]([O:13][CH3:14])=[CH:7][C:3]=2[C:4]([NH2:6])=[O:5])=[O:21])=[CH:18][CH:17]=1. The catalyst class is: 1.